Dataset: Forward reaction prediction with 1.9M reactions from USPTO patents (1976-2016). Task: Predict the product of the given reaction. (1) Given the reactants [O:1]=[C:2]([CH2:8][C:9]([O:11][CH3:12])=[O:10])[CH2:3][C:4]([O:6][CH3:7])=[O:5].C([O-])(=O)C.[Na+].[Cl:18][C:19]1[CH:20]=[C:21]([N+:26]#[N:27])[CH:22]=[CH:23][C:24]=1[Cl:25], predict the reaction product. The product is: [Cl:18][C:19]1[CH:20]=[C:21]([NH:26]/[N:27]=[C:8](\[C:2](=[O:1])[CH2:3][C:4]([O:6][CH3:7])=[O:5])/[C:9]([O:11][CH3:12])=[O:10])[CH:22]=[CH:23][C:24]=1[Cl:25]. (2) Given the reactants [C:1]([NH:4][C:5]1[CH:10]=[CH:9][C:8]([NH:11][C:12](=[S:29])[NH:13][C:14]2[CH:26]=[C:25]([Cl:27])[C:17]([O:18][CH2:19][CH2:20][O:21]C(=O)C)=[C:16]([Cl:28])[CH:15]=2)=[CH:7][CH:6]=1)(=[O:3])[CH3:2].O1CCCC1.[OH-].[Na+].Cl, predict the reaction product. The product is: [Cl:27][C:25]1[CH:26]=[C:14]([NH:13][C:12](=[S:29])[NH:11][C:8]2[CH:9]=[CH:10][C:5]([NH:4][C:1](=[O:3])[CH3:2])=[CH:6][CH:7]=2)[CH:15]=[C:16]([Cl:28])[C:17]=1[O:18][CH2:19][CH2:20][OH:21]. (3) The product is: [C@@H:1]12[N:8]([C:9]([C:11]3[C:16]([N:17]4[N:18]=[CH:19][CH:20]=[N:21]4)=[CH:15][CH:14]=[CH:13][C:12]=3[F:22])=[O:10])[CH2:7][C@@H:6]1[CH2:5][CH2:4][NH:3][CH2:2]2. Given the reactants [C@H:1]12[N:8]([C:9]([C:11]3[C:16]([N:17]4[N:21]=[CH:20][CH:19]=[N:18]4)=[CH:15][CH:14]=[CH:13][C:12]=3[F:22])=[O:10])[CH2:7][C@H:6]1[CH2:5][CH2:4][NH:3][CH2:2]2.[C@H]12NC[C@H]1CCN(C(OC(C)(C)C)=O)C2, predict the reaction product.